From a dataset of Reaction yield outcomes from USPTO patents with 853,638 reactions. Predict the reaction yield, written as a fraction of the theoretical maximum amount of product (1.0 means a 100% yield; for example, 0.34 means a 34% yield). The reactants are [CH3:1][C:2]([C@@H:4]1[C@@:8]2([CH3:23])[CH2:9][CH2:10][C@@H:11]3[C@:21]4([CH3:22])[C:15](=[CH:16][C:17]([CH2:19][CH2:20]4)=[O:18])[CH2:14][CH2:13][C@H:12]3[C@@H:7]2[CH2:6][CH2:5]1)=[O:3].[H-].C([Al+]CC(C)C)C(C)C.C(OCC)(=O)C. The catalyst is ClCCl.CCCCCC. The product is [CH3:1][CH:2]([OH:3])[C@@H:4]1[C@:8]2([CH3:23])[C@H:7]([C@H:12]3[C@H:11]([CH2:10][CH2:9]2)[C@:21]2([CH3:22])[C:15](=[CH:16][CH:17]([OH:18])[CH2:19][CH2:20]2)[CH2:14][CH2:13]3)[CH2:6][CH2:5]1. The yield is 0.960.